From a dataset of NCI-60 drug combinations with 297,098 pairs across 59 cell lines. Regression. Given two drug SMILES strings and cell line genomic features, predict the synergy score measuring deviation from expected non-interaction effect. (1) Drug 1: CN1CCC(CC1)COC2=C(C=C3C(=C2)N=CN=C3NC4=C(C=C(C=C4)Br)F)OC. Drug 2: CS(=O)(=O)CCNCC1=CC=C(O1)C2=CC3=C(C=C2)N=CN=C3NC4=CC(=C(C=C4)OCC5=CC(=CC=C5)F)Cl. Cell line: U251. Synergy scores: CSS=3.66, Synergy_ZIP=-1.70, Synergy_Bliss=-1.72, Synergy_Loewe=-4.58, Synergy_HSA=-1.54. (2) Drug 1: CC(C)CN1C=NC2=C1C3=CC=CC=C3N=C2N. Drug 2: N.N.Cl[Pt+2]Cl. Cell line: KM12. Synergy scores: CSS=26.9, Synergy_ZIP=-6.96, Synergy_Bliss=-6.23, Synergy_Loewe=-1.81, Synergy_HSA=-3.25. (3) Drug 1: CC1=C(C=C(C=C1)NC(=O)C2=CC=C(C=C2)CN3CCN(CC3)C)NC4=NC=CC(=N4)C5=CN=CC=C5. Drug 2: CCC1=C2CN3C(=CC4=C(C3=O)COC(=O)C4(CC)O)C2=NC5=C1C=C(C=C5)O. Cell line: OVCAR-5. Synergy scores: CSS=9.86, Synergy_ZIP=1.67, Synergy_Bliss=-3.93, Synergy_Loewe=-22.6, Synergy_HSA=-8.38.